Dataset: Catalyst prediction with 721,799 reactions and 888 catalyst types from USPTO. Task: Predict which catalyst facilitates the given reaction. (1) Reactant: [H-].[Na+].CS(C)=O.[I-].C[S+](C)(C)=O.[CH2:13]([C@:15]12[CH2:39][CH2:38][C:37](=[O:40])[CH2:36][C@H:16]1[CH2:17][CH2:18][CH2:19][C:20]1[CH:21]=[C:22]3[C:26](=[CH:27][C:28]=12)[CH:25]=[N:24][N:23]3[C:29]1[CH:34]=[CH:33][C:32]([F:35])=[CH:31][CH:30]=1)[CH3:14].[CH2:41]([C@@]12CCC(=O)C[C@@H]1CCCC1C=C3C(=CC=12)C=NN3C1C=CC(F)=CC=1)C. Product: [CH2:13]([C:15]12[CH2:39][CH2:38][C:37]3([CH2:41][O:40]3)[CH2:36][CH:16]1[CH2:17][CH2:18][CH2:19][C:20]1[C:28]2=[CH:27][C:26]2[CH:25]=[N:24][N:23]([C:29]3[CH:30]=[CH:31][C:32]([F:35])=[CH:33][CH:34]=3)[C:22]=2[CH:21]=1)[CH3:14]. The catalyst class is: 1. (2) Reactant: [F:1][C:2]([F:16])([C:8]1[CH:9]=[N:10][N:11]([CH3:15])[C:12](=[O:14])[CH:13]=1)[C:3]([O:5]CC)=[O:4].Cl. Product: [F:16][C:2]([F:1])([C:8]1[CH:9]=[N:10][N:11]([CH3:15])[C:12](=[O:14])[CH:13]=1)[C:3]([OH:5])=[O:4]. The catalyst class is: 38.